From a dataset of Catalyst prediction with 721,799 reactions and 888 catalyst types from USPTO. Predict which catalyst facilitates the given reaction. (1) Reactant: [Cl:1][CH2:2][C:3]1[N:7]([CH3:8])[N:6]=[C:5]([N:9]2[CH2:13][CH2:12][CH2:11][CH2:10]2)[N:4]=1.[C:14]1([P:20]([C:27]2[CH:32]=[CH:31][CH:30]=[CH:29][CH:28]=2)[C:21]2[CH:26]=[CH:25][CH:24]=[CH:23][CH:22]=2)[CH:19]=[CH:18][CH:17]=[CH:16][CH:15]=1. Product: [Cl-:1].[CH3:8][N:7]1[C:3]([CH2:2][P+:20]([C:21]2[CH:22]=[CH:23][CH:24]=[CH:25][CH:26]=2)([C:27]2[CH:32]=[CH:31][CH:30]=[CH:29][CH:28]=2)[C:14]2[CH:15]=[CH:16][CH:17]=[CH:18][CH:19]=2)=[N:4][C:5]([N:9]2[CH2:13][CH2:12][CH2:11][CH2:10]2)=[N:6]1. The catalyst class is: 10. (2) Reactant: [NH2:1][C:2]1[CH:7]=[C:6]([Br:8])[CH:5]=[CH:4][C:3]=1[OH:9].N1C=CC=CC=1.[F:16][C:17]([F:28])([F:27])[C:18]1[CH:26]=[CH:25][C:21]([C:22](Cl)=[O:23])=[CH:20][CH:19]=1. Product: [Br:8][C:6]1[CH:5]=[CH:4][C:3]([OH:9])=[C:2]([NH:1][C:22](=[O:23])[C:21]2[CH:25]=[CH:26][C:18]([C:17]([F:16])([F:27])[F:28])=[CH:19][CH:20]=2)[CH:7]=1. The catalyst class is: 34. (3) Reactant: [F:1][C:2]1[CH:3]=[C:4]2[C:8](=[CH:9][CH:10]=1)[NH:7][C:6](=[O:11])[CH2:5]2.[CH3:12][C:13]1[N:18]=[C:17]2[CH2:19][O:20][C:21](=O)[C:16]2=[CH:15][CH:14]=1.Cl. Product: [F:1][C:2]1[CH:3]=[C:4]2[C:8](=[CH:9][CH:10]=1)[NH:7][C:6](=[O:11])[C:5]2=[C:21]1[C:16]2[C:17](=[N:18][C:13]([CH3:12])=[CH:14][CH:15]=2)[CH2:19][O:20]1. The catalyst class is: 1. (4) Reactant: [CH:1]([C:3]1[CH:18]=[CH:17][C:6]([O:7][C:8]2[CH:16]=[CH:15][C:11]([C:12]([NH2:14])=[O:13])=[CH:10][N:9]=2)=[CH:5][CH:4]=1)=O.[C:19]1([N:25]2[CH2:30][CH2:29][NH:28][CH2:27][CH2:26]2)[CH:24]=[CH:23][CH:22]=[CH:21][CH:20]=1.[BH4-].[Na+]. Product: [C:19]1([N:25]2[CH2:30][CH2:29][N:28]([CH2:1][C:3]3[CH:18]=[CH:17][C:6]([O:7][C:8]4[CH:16]=[CH:15][C:11]([C:12]([NH2:14])=[O:13])=[CH:10][N:9]=4)=[CH:5][CH:4]=3)[CH2:27][CH2:26]2)[CH:24]=[CH:23][CH:22]=[CH:21][CH:20]=1. The catalyst class is: 5.